From a dataset of Forward reaction prediction with 1.9M reactions from USPTO patents (1976-2016). Predict the product of the given reaction. (1) Given the reactants [CH3:1][C:2]1[CH:3]=[CH:4][C:5]([OH:24])=[C:6]([C@@H:8]([C:18]2[CH:19]=[CH:20][CH:21]=[CH:22][CH:23]=2)[CH2:9][CH2:10][N:11]([CH:15]([CH3:17])[CH3:16])[CH:12]([CH3:14])[CH3:13])[CH:7]=1.C(O)(C(O)=O)C(O)C(O)=O.O.C(=O)([O-])[O-].[Na+].[Na+].[OH-].[Na+], predict the reaction product. The product is: [CH3:1][C:2]1[CH:3]=[CH:4][C:5]([OH:24])=[C:6]([C@@H:8]([C:18]2[CH:19]=[CH:20][CH:21]=[CH:22][CH:23]=2)[CH2:9][CH2:10][N:11]([CH:12]([CH3:14])[CH3:13])[CH:15]([CH3:16])[CH3:17])[CH:7]=1. (2) Given the reactants [CH3:1][O:2][C:3](=[O:22])[C:4]1[CH:9]=[C:8]([OH:10])[CH:7]=[CH:6][C:5]=1[NH:11][S:12]([C:15]1[CH:20]=[CH:19][C:18]([CH3:21])=[CH:17][CH:16]=1)(=[O:14])=[O:13].C([O-])([O-])=O.[K+].[K+].F[C:30]1[CH:35]=[CH:34][C:33]([N+:36]([O-:38])=[O:37])=[C:32]([O:39][CH2:40][CH:41]([CH3:43])[CH3:42])[CH:31]=1, predict the reaction product. The product is: [CH3:1][O:2][C:3](=[O:22])[C:4]1[CH:9]=[C:8]([O:10][C:30]2[CH:35]=[CH:34][C:33]([N+:36]([O-:38])=[O:37])=[C:32]([O:39][CH2:40][CH:41]([CH3:43])[CH3:42])[CH:31]=2)[CH:7]=[CH:6][C:5]=1[NH:11][S:12]([C:15]1[CH:16]=[CH:17][C:18]([CH3:21])=[CH:19][CH:20]=1)(=[O:14])=[O:13]. (3) Given the reactants C(Cl)(=O)C(Cl)=O.CS(C)=O.[CH2:11]([C:13]1[S:17][C:16]([C:18]2[O:22][N:21]=[C:20]([C:23]3[CH:28]=[CH:27][C:26]([CH2:29][OH:30])=[CH:25][CH:24]=3)[N:19]=2)=[C:15]2[CH2:31][CH2:32][C:33]([CH3:36])([CH3:35])[CH2:34][C:14]=12)[CH3:12].C(N(CC)CC)C, predict the reaction product. The product is: [CH2:11]([C:13]1[S:17][C:16]([C:18]2[O:22][N:21]=[C:20]([C:23]3[CH:28]=[CH:27][C:26]([CH:29]=[O:30])=[CH:25][CH:24]=3)[N:19]=2)=[C:15]2[CH2:31][CH2:32][C:33]([CH3:35])([CH3:36])[CH2:34][C:14]=12)[CH3:12]. (4) Given the reactants [F:1][C:2]1[CH:3]=[C:4]([C@H:8]2[CH2:12][N:11]([C:13]([O:15][C:16]([CH3:19])([CH3:18])[CH3:17])=[O:14])[CH2:10][C@@H:9]2[C:20]([O-:22])=O)[CH:5]=[CH:6][CH:7]=1.ClCCCl.CCN(C(C)C)C(C)C.[NH2:36][C:37]1[CH:46]=[CH:45][C:44]([C:47]([NH2:49])=[O:48])=[C:43]2[C:38]=1[CH:39]=[CH:40][CH:41]=[N:42]2, predict the reaction product. The product is: [C:47]([C:44]1[CH:45]=[CH:46][C:37]([NH:36][C:20]([CH:9]2[C@@H:8]([C:4]3[CH:5]=[CH:6][CH:7]=[C:2]([F:1])[CH:3]=3)[CH2:12][N:11]([C:13]([O:15][C:16]([CH3:17])([CH3:18])[CH3:19])=[O:14])[CH2:10]2)=[O:22])=[C:38]2[C:43]=1[N:42]=[CH:41][CH:40]=[CH:39]2)(=[O:48])[NH2:49]. (5) Given the reactants [Cl:1][C:2]1[CH:3]=[C:4]([C:9]2([C:15]([OH:17])=O)[CH2:14][CH2:13][CH2:12][CH2:11][CH2:10]2)[CH:5]=[CH:6][C:7]=1[Cl:8].[CH:18]1([NH2:21])[CH2:20][CH2:19]1, predict the reaction product. The product is: [Cl:1][C:2]1[CH:3]=[C:4]([C:9]2([C:15]([NH:21][CH:18]3[CH2:20][CH2:19]3)=[O:17])[CH2:10][CH2:11][CH2:12][CH2:13][CH2:14]2)[CH:5]=[CH:6][C:7]=1[Cl:8]. (6) The product is: [NH2:1][C:3]1[C:8]([C:9]#[N:10])=[CH:7][C:6]([C:11]2[CH:16]=[CH:15][N:14]=[CH:13][CH:12]=2)=[C:5]([C:17]2[O:18][CH:19]=[CH:20][CH:21]=2)[N:4]=1. Given the reactants [NH3:1].Cl[C:3]1[C:8]([C:9]#[N:10])=[CH:7][C:6]([C:11]2[CH:16]=[CH:15][N:14]=[CH:13][CH:12]=2)=[C:5]([C:17]2[O:18][CH:19]=[CH:20][CH:21]=2)[N:4]=1, predict the reaction product. (7) Given the reactants [N:1]1[C:2]([C:10]2[CH:17]=[CH:16][C:13]([CH:14]=[O:15])=[CH:12][CH:11]=2)=[CH:3][N:4]2[CH:9]=[CH:8][CH:7]=[CH:6][C:5]=12.[CH3:18][Mg]Br.[Cl-].[NH4+].O, predict the reaction product. The product is: [N:1]1[C:2]([C:10]2[CH:17]=[CH:16][C:13]([CH:14]([OH:15])[CH3:18])=[CH:12][CH:11]=2)=[CH:3][N:4]2[CH:9]=[CH:8][CH:7]=[CH:6][C:5]=12. (8) Given the reactants [Si:1]([O:8][CH:9]1[CH2:14][CH:13]([C:15]2[CH:20]=[CH:19][N:18]=[CH:17][C:16]=2[N+:21]([O-])=O)[O:12][C:11]([CH3:25])([CH3:24])[CH:10]1[OH:26])([C:4]([CH3:7])([CH3:6])[CH3:5])([CH3:3])[CH3:2], predict the reaction product. The product is: [NH2:21][C:16]1[CH:17]=[N:18][CH:19]=[CH:20][C:15]=1[CH:13]1[O:12][C:11]([CH3:25])([CH3:24])[CH:10]([OH:26])[CH:9]([O:8][Si:1]([C:4]([CH3:7])([CH3:6])[CH3:5])([CH3:2])[CH3:3])[CH2:14]1.